Dataset: Catalyst prediction with 721,799 reactions and 888 catalyst types from USPTO. Task: Predict which catalyst facilitates the given reaction. (1) Reactant: O[CH2:2][CH2:3][N:4]([CH3:37])[C:5]([C:7]1[C:12]([O:13][CH2:14][C:15]2[CH:20]=[CH:19][CH:18]=[CH:17][CH:16]=2)=[C:11]([OH:21])[N:10]=[C:9]([CH2:22][C:23]2([N:28]3[C:32]4=[N:33][CH:34]=[CH:35][CH:36]=[C:31]4[CH:30]=[CH:29]3)[CH2:27][CH2:26][CH2:25][CH2:24]2)[N:8]=1)=[O:6].C1(P(C2C=CC=CC=2)C2C=CC=CC=2)C=CC=CC=1.N(C(OC(C)C)=O)=NC(OC(C)C)=O.CO. Product: [CH2:14]([O:13][C:12]1[C:11](=[O:21])[N:10]=[C:9]([CH2:22][C:23]2([N:28]3[C:32]4=[N:33][CH:34]=[CH:35][CH:36]=[C:31]4[CH:30]=[CH:29]3)[CH2:27][CH2:26][CH2:25][CH2:24]2)[N:8]2[CH2:2][CH2:3][N:4]([CH3:37])[C:5](=[O:6])[C:7]=12)[C:15]1[CH:20]=[CH:19][CH:18]=[CH:17][CH:16]=1. The catalyst class is: 96. (2) Reactant: [CH:1]1([N:5]2[CH2:10][CH2:9][C:8]3([CH2:15][CH2:14][NH:13][CH2:12][CH2:11]3)[CH2:7][CH2:6]2)[CH2:4][CH2:3][CH2:2]1.F[C:17]1[CH:27]=[CH:26][C:20]([C:21]([O:23][CH2:24][CH3:25])=[O:22])=[CH:19][CH:18]=1.C(=O)([O-])[O-].[K+].[K+].O. Product: [CH:1]1([N:5]2[CH2:6][CH2:7][C:8]3([CH2:15][CH2:14][N:13]([C:17]4[CH:27]=[CH:26][C:20]([C:21]([O:23][CH2:24][CH3:25])=[O:22])=[CH:19][CH:18]=4)[CH2:12][CH2:11]3)[CH2:9][CH2:10]2)[CH2:4][CH2:3][CH2:2]1. The catalyst class is: 16. (3) Reactant: [F:1][C:2]1[CH:3]=[C:4]([CH:7]=[CH:8][C:9]=1[S:10]([CH3:13])(=[O:12])=[O:11])[CH:5]=[O:6].Cl.OO.[O-:17]Cl=O.[Na+]. Product: [F:1][C:2]1[CH:3]=[C:4]([CH:7]=[CH:8][C:9]=1[S:10]([CH3:13])(=[O:12])=[O:11])[C:5]([OH:17])=[O:6]. The catalyst class is: 144. (4) Reactant: [Cl:1][C:2]1[CH:7]=[C:6]([C:8]2O[C:16](=[O:18])[C:15]3[CH:14]=[CH:13][N:12]=[CH:11][C:10]=3[CH:9]=2)[CH:5]=[CH:4][N:3]=1.[NH4+:19].[OH-].Cl. Product: [Cl:1][C:2]1[CH:7]=[C:6]([C:8]2[N:19]=[C:16]([OH:18])[C:15]3[C:10]([CH:9]=2)=[CH:11][N:12]=[CH:13][CH:14]=3)[CH:5]=[CH:4][N:3]=1. The catalyst class is: 14. (5) Reactant: C1(C)C=CC(S([O-])(=O)=O)=CC=1.[NH+]1C=CC=CC=1.O1CCCCC1[O:24][C:25]1[CH:30]=[CH:29][C:28]([N:31]2[CH2:36][CH2:35][CH:34]([O:37][CH2:38][C:39]3[CH:44]=[CH:43][C:42]([O:45][C:46]([F:49])([F:48])[F:47])=[CH:41][CH:40]=3)[CH2:33][CH2:32]2)=[CH:27][CH:26]=1. Product: [F:48][C:46]([F:47])([F:49])[O:45][C:42]1[CH:41]=[CH:40][C:39]([CH2:38][O:37][CH:34]2[CH2:35][CH2:36][N:31]([C:28]3[CH:29]=[CH:30][C:25]([OH:24])=[CH:26][CH:27]=3)[CH2:32][CH2:33]2)=[CH:44][CH:43]=1. The catalyst class is: 8. (6) Reactant: [CH3:1][O:2][C:3]1[CH:8]=[CH:7][C:6]([CH2:9][C:10]([NH2:12])=O)=[CH:5][CH:4]=1.COC(OC)[N:16]([CH3:18])C.O.[NH2:22]N.[OH-].[Na+]. Product: [CH3:1][O:2][C:3]1[CH:8]=[CH:7][C:6]([CH2:9][C:10]2[N:12]=[CH:18][NH:16][N:22]=2)=[CH:5][CH:4]=1. The catalyst class is: 52. (7) Reactant: [CH2:1]1[CH2:6][C@H:5]([C:7]([OH:9])=[O:8])[CH2:4][CH2:3][C@H:2]1[CH2:10][NH2:11].[CH:12]1([C:18]([O:20][CH:21]([O:25][C:26](ON2C(=O)CCC2=O)=[O:27])[CH:22]([CH3:24])[CH3:23])=[O:19])[CH2:17][CH2:16][CH2:15][CH2:14][CH2:13]1. Product: [CH:12]1([C:18]([O:20][CH:21]([O:25][C:26]([NH:11][CH2:10][C@H:2]2[CH2:3][CH2:4][C@H:5]([C:7]([OH:9])=[O:8])[CH2:6][CH2:1]2)=[O:27])[CH:22]([CH3:23])[CH3:24])=[O:19])[CH2:13][CH2:14][CH2:15][CH2:16][CH2:17]1. The catalyst class is: 761.